The task is: Predict the product of the given reaction.. This data is from Forward reaction prediction with 1.9M reactions from USPTO patents (1976-2016). (1) Given the reactants C([O:8][CH2:9][C:10]([NH:18][C:19](=[O:35])[C:20]1[CH:25]=[C:24]([O:26][CH2:27][C:28]([F:31])([F:30])[F:29])[C:23]([CH:32]2[CH2:34][CH2:33]2)=[CH:22][N:21]=1)([C:12]1[N:16]=[C:15]([CH3:17])[O:14][N:13]=1)[CH3:11])C1C=CC=CC=1.B(Br)(Br)Br, predict the reaction product. The product is: [CH:32]1([C:23]2[C:24]([O:26][CH2:27][C:28]([F:29])([F:31])[F:30])=[CH:25][C:20]([C:19]([NH:18][C:10]([C:12]3[N:16]=[C:15]([CH3:17])[O:14][N:13]=3)([CH3:11])[CH2:9][OH:8])=[O:35])=[N:21][CH:22]=2)[CH2:34][CH2:33]1. (2) The product is: [CH3:12][N:11]([CH3:13])[CH2:10][CH2:9][O:8][C:7]1[CH:14]=[CH:15][C:16]([NH2:17])=[C:5]([O:4][CH:1]([CH3:2])[CH3:3])[CH:6]=1. Given the reactants [CH:1]([O:4][C:5]1[CH:6]=[C:7]([CH:14]=[CH:15][C:16]=1[N+:17]([O-])=O)[O:8][CH2:9][CH2:10][N:11]([CH3:13])[CH3:12])([CH3:3])[CH3:2].[H][H], predict the reaction product. (3) Given the reactants [C:1]1([C:7]2[CH:8]=[CH:9][C:10]([NH2:13])=[N:11][CH:12]=2)[CH:6]=[CH:5][CH:4]=[CH:3][CH:2]=1.C(N(CC)CC)C.[CH3:21][C:22]([CH3:27])([CH3:26])[C:23](Cl)=[O:24], predict the reaction product. The product is: [CH3:21][C:22]([CH3:27])([CH3:26])[C:23]([NH:13][C:10]1[CH:9]=[CH:8][C:7]([C:1]2[CH:2]=[CH:3][CH:4]=[CH:5][CH:6]=2)=[CH:12][N:11]=1)=[O:24]. (4) The product is: [Cl:1][C:2]1[CH:7]=[CH:6][C:5]([C:8]2([C:9]#[N:10])[CH2:16][CH:15]([OH:17])[CH2:13]2)=[CH:4][CH:3]=1. Given the reactants [Cl:1][C:2]1[CH:7]=[CH:6][C:5]([CH2:8][C:9]#[N:10])=[CH:4][CH:3]=1.C[Li].[CH2:13]([CH:15]1[O:17][CH2:16]1)Br.C[Mg]I, predict the reaction product. (5) Given the reactants C[O:2][C:3]([CH:5]1[CH2:9][CH2:8][CH2:7][N:6]1[CH2:10][C:11](=[O:29])[NH:12][CH2:13][C:14]1[C:18](=[N:19][NH:20][C:21]2[CH:26]=[CH:25][CH:24]=[C:23]([F:27])[CH:22]=2)[C:17]([NH2:28])=[N:16][N:15]=1)=[O:4].[OH-].[K+], predict the reaction product. The product is: [NH2:28][C:17]1[C:18](=[N:19][NH:20][C:21]2[CH:26]=[CH:25][CH:24]=[C:23]([F:27])[CH:22]=2)[C:14]([CH2:13][NH:12][C:11]([CH2:10][N:6]2[CH2:7][CH2:8][CH2:9][CH:5]2[C:3]([OH:4])=[O:2])=[O:29])=[N:15][N:16]=1. (6) Given the reactants [C:1]1([C@@H:7]2[CH2:11][NH:10][C:9](=[O:12])[CH2:8]2)[CH:6]=[CH:5][CH:4]=[CH:3][CH:2]=1.C1([C@H]2C[NH:22][C:21](=[O:24])[CH2:20]2)C=CC=CC=1, predict the reaction product. The product is: [C:21]([CH2:20][N:10]1[CH2:11][C@H:7]([C:1]2[CH:2]=[CH:3][CH:4]=[CH:5][CH:6]=2)[CH2:8][C:9]1=[O:12])(=[O:24])[NH2:22]. (7) Given the reactants [S-:1][C:2]#[N:3].[NH4+].Cl.[CH3:6][O:7][C:8]([C:10]1[CH:11]=[C:12]2[C:17](=[CH:18][CH:19]=1)[CH2:16][NH:15][CH2:14][CH2:13]2)=[O:9].C1COCC1, predict the reaction product. The product is: [NH2:3][C:2]([N:15]1[CH2:14][CH2:13][C:12]2[C:17](=[CH:18][CH:19]=[C:10]([C:8]([O:7][CH3:6])=[O:9])[CH:11]=2)[CH2:16]1)=[S:1]. (8) Given the reactants [CH:1]([C:4]1[CH:9]=[CH:8][C:7]([N:10]([CH2:25][C:26]2[CH:27]=[N:28][NH:29][CH:30]=2)[C:11]([CH:13]2[C:22]3[C:17](=[CH:18][CH:19]=[C:20]([O:23][CH3:24])[CH:21]=3)[CH2:16][CH2:15][CH2:14]2)=[O:12])=[CH:6][CH:5]=1)([CH3:3])[CH3:2].[CH:31](I)([CH3:33])[CH3:32], predict the reaction product. The product is: [CH:1]([C:4]1[CH:5]=[CH:6][C:7]([N:10]([CH2:25][C:26]2[CH:27]=[N:28][N:29]([CH:31]([CH3:33])[CH3:32])[CH:30]=2)[C:11]([CH:13]2[C:22]3[C:17](=[CH:18][CH:19]=[C:20]([O:23][CH3:24])[CH:21]=3)[CH2:16][CH2:15][CH2:14]2)=[O:12])=[CH:8][CH:9]=1)([CH3:3])[CH3:2].